This data is from CYP2C9 inhibition data for predicting drug metabolism from PubChem BioAssay. The task is: Regression/Classification. Given a drug SMILES string, predict its absorption, distribution, metabolism, or excretion properties. Task type varies by dataset: regression for continuous measurements (e.g., permeability, clearance, half-life) or binary classification for categorical outcomes (e.g., BBB penetration, CYP inhibition). Dataset: cyp2c9_veith. The drug is COc1cccc2c1C(=O)c1c(O)c3c(c(O)c1C2=O)C[C@](O)(C(=O)CO)C[C@H]3O[C@@H]1C[C@H](N)[C@H](O)[C@H](C)O1. The result is 0 (non-inhibitor).